Task: Predict the product of the given reaction.. Dataset: Forward reaction prediction with 1.9M reactions from USPTO patents (1976-2016) (1) Given the reactants [C:1]([CH:5]1[CH2:10][CH2:9][N:8]([S:11]([C:14]2[CH:19]=[CH:18][C:17]([N+:20]([O-])=O)=[CH:16][CH:15]=2)(=[O:13])=[O:12])[CH2:7][CH2:6]1)([CH3:4])([CH3:3])[CH3:2].CO.[BH4-].[Na+], predict the reaction product. The product is: [C:1]([CH:5]1[CH2:10][CH2:9][N:8]([S:11]([C:14]2[CH:19]=[CH:18][C:17]([NH2:20])=[CH:16][CH:15]=2)(=[O:13])=[O:12])[CH2:7][CH2:6]1)([CH3:4])([CH3:2])[CH3:3]. (2) Given the reactants Cl.[CH2:2]([O:4][C:5](=[O:28])[C@@H:6]([NH2:27])[CH2:7][NH:8]C([C@@H]1CCCN(C(OCC2C=CC=CC=2)=O)C1)=O)[CH3:3].C(N(CC)CC)C.[C:36](Cl)(=[O:43])[C:37]1[CH:42]=[CH:41][CH:40]=[CH:39][CH:38]=1.O, predict the reaction product. The product is: [CH2:2]([O:4][C:5](=[O:28])[C@@H:6]([NH:27][C:36](=[O:43])[C:37]1[CH:42]=[CH:41][CH:40]=[CH:39][CH:38]=1)[CH2:7][NH2:8])[CH3:3]. (3) Given the reactants [CH3:1][C:2]1[CH:7]=[CH:6][N:5]=[CH:4][C:3]=1[N:8]1[CH2:12][CH2:11][NH:10][C:9]1=[O:13].Br[C:15]1[CH:20]=[C:19]([Cl:21])[CH:18]=[CH:17][C:16]=1[F:22].N[C@@H]1CCCC[C@H]1N.P([O-])([O-])([O-])=O.[K+].[K+].[K+], predict the reaction product. The product is: [Cl:21][C:19]1[CH:18]=[CH:17][C:16]([F:22])=[C:15]([N:10]2[CH2:11][CH2:12][N:8]([C:3]3[CH:4]=[N:5][CH:6]=[CH:7][C:2]=3[CH3:1])[C:9]2=[O:13])[CH:20]=1. (4) Given the reactants [CH3:1][O:2][C:3]1[CH:4]=[C:5]([CH:11]([CH:14]=O)[C:12]#[N:13])[CH:6]=[CH:7][C:8]=1[O:9][CH3:10].[NH2:16][C:17]([O:19][CH2:20][CH3:21])=[O:18].S(=O)(=O)(O)O, predict the reaction product. The product is: [CH2:20]([O:19][C:17](=[O:18])[NH:16][CH:14]=[C:11]([C:12]#[N:13])[C:5]1[CH:6]=[CH:7][C:8]([O:9][CH3:10])=[C:3]([O:2][CH3:1])[CH:4]=1)[CH3:21].